This data is from Full USPTO retrosynthesis dataset with 1.9M reactions from patents (1976-2016). The task is: Predict the reactants needed to synthesize the given product. (1) Given the product [CH:3]1([C:8]([N:10]2[CH2:17][CH2:16][C@:15]3([CH3:19])[CH2:18][C@@H:11]2[CH2:12][C:13]2[CH:23]=[CH:22][C:21]([O:24][CH3:25])=[CH:20][C:14]=23)=[O:9])[CH2:7][CH2:6][CH2:5][CH2:4]1, predict the reactants needed to synthesize it. The reactants are: [H-].[Na+].[CH:3]1([C:8]([N:10]2[CH2:17][CH2:16][C@:15]3([CH3:19])[CH2:18][C@@H:11]2[CH2:12][C:13]2[CH:23]=[CH:22][C:21]([OH:24])=[CH:20][C:14]=23)=[O:9])[CH2:7][CH2:6][CH2:5][CH2:4]1.[CH3:25]N(C)C=O.CI. (2) Given the product [CH3:1][C:2]1[N:3]=[C:4]([CH:16]=[O:17])[S:5][C:6]=1[CH3:7], predict the reactants needed to synthesize it. The reactants are: [CH3:1][C:2]1[N:3]=[CH:4][S:5][C:6]=1[CH3:7].C([Li])CCC.CN([CH:16]=[O:17])C.[Cl-].[NH4+].